Dataset: TCR-epitope binding with 47,182 pairs between 192 epitopes and 23,139 TCRs. Task: Binary Classification. Given a T-cell receptor sequence (or CDR3 region) and an epitope sequence, predict whether binding occurs between them. The epitope is KLGGALQAK. The TCR CDR3 sequence is CSARGPRGAGDYSNQPQHF. Result: 1 (the TCR binds to the epitope).